From a dataset of Catalyst prediction with 721,799 reactions and 888 catalyst types from USPTO. Predict which catalyst facilitates the given reaction. Reactant: [CH3:1][CH2:2][C@@H:3]1[NH:46][C:44](=[O:45])[C@H:43]([C@H:47]([OH:54])[C@@H:48]([CH2:50]/[CH:51]=[CH:52]/[CH3:53])[CH3:49])[N:42]([CH3:55])[C:40](=[O:41])[C@H:39]([CH:56]([CH3:58])[CH3:57])[N:38]([CH3:59])[C:36](=[O:37])[C@H:35]([CH2:60][CH:61]([CH3:63])[CH3:62])[N:34]([CH3:64])[C:32](=[O:33])[C@H:31]([CH2:65][CH:66]([CH3:68])[CH3:67])[N:30]([CH3:69])[C:28](=[O:29])[C@@H:27]([CH3:70])[NH:26][C:24](=[O:25])[C@H:23]([CH3:71])[NH:22][C:20](=[O:21])[C@H:19]([CH2:72][CH:73]([CH3:75])[CH3:74])[N:18]([CH3:76])[C:16](=[O:17])[C@H:15]([CH:77]([CH3:79])[CH3:78])[NH:14][C:12](=[O:13])[C@H:11]([CH2:80][CH:81]([CH3:83])[CH3:82])[N:10]([CH3:84])[C:8](=[O:9])[CH2:7][N:6]([CH3:85])[C:4]1=[O:5].CS(O)(=O)=O.[OH-].[Na+]. The catalyst class is: 12. Product: [CH3:1][CH2:2][C@@H:3]1[NH:46][C:44](=[O:45])[C@H:43]([C@H:47]([OH:54])[C@@H:48]([CH2:50]/[CH:51]=[CH:52]/[CH3:53])[CH3:49])[N:42]([CH3:55])[C:40](=[O:41])[C@@H:39]([CH:56]([CH3:57])[CH3:58])[N:38]([CH3:59])[C:36](=[O:37])[C@H:35]([CH2:60][CH:61]([CH3:62])[CH3:63])[N:34]([CH3:64])[C:32](=[O:33])[C@H:31]([CH2:65][CH:66]([CH3:68])[CH3:67])[N:30]([CH3:69])[C:28](=[O:29])[C@@H:27]([CH3:70])[NH:26][C:24](=[O:25])[C@H:23]([CH3:71])[NH:22][C:20](=[O:21])[C@H:19]([CH2:72][CH:73]([CH3:75])[CH3:74])[N:18]([CH3:76])[C:16](=[O:17])[C@H:15]([CH:77]([CH3:79])[CH3:78])[NH:14][C:12](=[O:13])[C@H:11]([CH2:80][CH:81]([CH3:83])[CH3:82])[N:10]([CH3:84])[C:8](=[O:9])[CH2:7][N:6]([CH3:85])[C:4]1=[O:5].